From a dataset of Forward reaction prediction with 1.9M reactions from USPTO patents (1976-2016). Predict the product of the given reaction. (1) The product is: [C:1]([S:14]([N:17]([CH2:7][CH:4]([CH2:1][S:14]([O:16][Na:22])(=[O:15])=[O:23])[OH:21])[CH2:18][CH2:19][CH3:20])(=[O:15])=[O:16])([C:4]([C:7]([C:10]([F:13])([F:11])[F:12])([F:9])[F:8])([F:6])[F:5])([F:3])[F:2]. Given the reactants [C:1]([S:14]([NH:17][CH2:18][CH2:19][CH3:20])(=[O:16])=[O:15])([C:4]([C:7]([C:10]([F:13])([F:12])[F:11])([F:9])[F:8])([F:6])[F:5])([F:3])[F:2].[OH-:21].[Na+:22].[OH2:23], predict the reaction product. (2) Given the reactants C([O:3][C:4](=[O:26])[CH2:5][O:6][C:7]1[CH:12]=[C:11]([O:13][C:14]2[CH:23]=[CH:22][C:17]3[B:18]([OH:21])[O:19][CH2:20][C:16]=3[CH:15]=2)[CH:10]=[CH:9][C:8]=1[C:24]#[N:25])C.[Li+].[OH-].O.Cl, predict the reaction product. The product is: [C:24]([C:8]1[CH:9]=[CH:10][C:11]([O:13][C:14]2[CH:23]=[CH:22][C:17]3[B:18]([OH:21])[O:19][CH2:20][C:16]=3[CH:15]=2)=[CH:12][C:7]=1[O:6][CH2:5][C:4]([OH:26])=[O:3])#[N:25]. (3) The product is: [Cl:26][C:6]1[N:5]=[C:4]2[C:9]([N:10]([CH2:11][C@H:12]3[CH2:17][CH2:16][C@H:15]([CH3:18])[CH2:14][CH2:13]3)[C:2]([N:29]3[CH2:30][CH2:31][O:32][CH2:33][C@H:28]3[CH3:27])=[N:3]2)=[C:8]([C:19]2[CH:24]=[CH:23][CH:22]=[C:21]([Cl:25])[CH:20]=2)[N:7]=1. Given the reactants Br[C:2]1[N:10]([CH2:11][C@H:12]2[CH2:17][CH2:16][C@H:15]([CH3:18])[CH2:14][CH2:13]2)[C:9]2[C:4](=[N:5][C:6]([Cl:26])=[N:7][C:8]=2[C:19]2[CH:24]=[CH:23][CH:22]=[C:21]([Cl:25])[CH:20]=2)[N:3]=1.[CH3:27][C@@H:28]1[CH2:33][O:32][CH2:31][CH2:30][NH:29]1.[F-].[K+], predict the reaction product. (4) The product is: [CH2:17]([C@:10]1([CH2:9][NH:8][C:6](=[O:7])[O:5][C:1]([CH3:2])([CH3:3])[CH3:4])[CH2:15][CH2:14][CH2:13][CH2:12][C:11]1=[O:16])[CH:23]=[CH2:24]. Given the reactants [C:1]([O:5][C:6]([NH:8][CH2:9][C:10]1([C:17](OCC=C)=O)[CH2:15][CH2:14][CH2:13][CH2:12][C:11]1=[O:16])=[O:7])([CH3:4])([CH3:3])[CH3:2].[CH3:23][CH2:24]OC(C)=O, predict the reaction product. (5) Given the reactants [OH-].[Na+].C[O:4][C:5]([C:7]1[O:8][C:9]([C:12]2[CH:17]=[CH:16][CH:15]=[CH:14][CH:13]=2)=[CH:10][CH:11]=1)=[O:6], predict the reaction product. The product is: [C:12]1([C:9]2[O:8][C:7]([C:5]([OH:6])=[O:4])=[CH:11][CH:10]=2)[CH:13]=[CH:14][CH:15]=[CH:16][CH:17]=1. (6) Given the reactants [N+:1]([C:4]1[CH:5]=[CH:6][C:7]2[O:12][C@:11]([CH3:18])([CH:13]([O:16][CH3:17])[O:14][CH3:15])[C@@H:10]3[O:19][C@@H:9]3[C:8]=2[CH:20]=1)([O-:3])=[O:2].[F:21][C:22]([F:39])([F:38])[O:23][C:24]1[CH:29]=[CH:28][C:27]([NH:30][CH2:31][C:32]2[N:33]=[N:34][N:35]([CH3:37])[N:36]=2)=[CH:26][CH:25]=1, predict the reaction product. The product is: [N+:1]([C:4]1[CH:5]=[CH:6][C:7]2[O:12][C@:11]([CH3:18])([CH:13]([O:16][CH3:17])[O:14][CH3:15])[C@H:10]([OH:19])[C@@H:9]([N:30]([C:27]3[CH:26]=[CH:25][C:24]([O:23][C:22]([F:39])([F:38])[F:21])=[CH:29][CH:28]=3)[CH2:31][C:32]3[N:33]=[N:34][N:35]([CH3:37])[N:36]=3)[C:8]=2[CH:20]=1)([O-:3])=[O:2].